Dataset: Full USPTO retrosynthesis dataset with 1.9M reactions from patents (1976-2016). Task: Predict the reactants needed to synthesize the given product. (1) Given the product [N:1]1([CH2:7][CH2:8][CH2:9][OH:10])[CH2:5][CH2:4][CH2:3][CH2:2]1, predict the reactants needed to synthesize it. The reactants are: [NH:1]1[CH2:5][CH2:4][CH2:3][CH2:2]1.Br[CH2:7][CH2:8][CH2:9][OH:10]. (2) Given the product [Cl:31][C:23]1[CH:22]=[C:21]([CH:19]([N:16]2[CH:11]([C:4]3[C:5]([O:9][CH3:10])=[CH:6][CH:7]=[CH:8][C:3]=3[O:2][CH3:1])[CH2:12][CH2:13][CH2:14][C:15]2=[O:17])[CH3:20])[CH:26]=[N:25][C:24]=1[O:27][CH:28]([F:30])[F:29], predict the reactants needed to synthesize it. The reactants are: [CH3:1][O:2][C:3]1[CH:8]=[CH:7][CH:6]=[C:5]([O:9][CH3:10])[C:4]=1[CH:11]1[NH:16][C:15](=[O:17])[CH2:14][CH2:13][CH2:12]1.Br[CH:19]([C:21]1[CH:22]=[C:23]([Cl:31])[C:24]([O:27][CH:28]([F:30])[F:29])=[N:25][CH:26]=1)[CH3:20].